Dataset: Reaction yield outcomes from USPTO patents with 853,638 reactions. Task: Predict the reaction yield, written as a fraction of the theoretical maximum amount of product (1.0 means a 100% yield; for example, 0.34 means a 34% yield). (1) The reactants are BrC1C2N(C(=O)N(CC3C=NC(C(F)(F)F)=CC=3)N=2)C(C)=CC=1C1C=CC(Cl)=CC=1.[Cl:31][C:32]1[CH:37]=[CH:36][C:35]([C:38]2[CH:43]=[C:42]([CH3:44])[N:41]3[C:45](=[O:60])[N:46]([CH2:48][C:49]4[C:50](C)=[N:51][C:52]([C:55]([F:58])([F:57])[F:56])=[CH:53][CH:54]=4)[N:47]=[C:40]3[C:39]=2[C:61]2[CH:66]=[CH:65][N:64]=[CH:63][CH:62]=2)=[CH:34][CH:33]=1. No catalyst specified. The product is [Cl:31][C:32]1[CH:37]=[CH:36][C:35]([C:38]2[CH:43]=[C:42]([CH3:44])[N:41]3[C:45](=[O:60])[N:46]([CH2:48][C:49]4[CH:50]=[N:51][C:52]([C:55]([F:57])([F:58])[F:56])=[CH:53][CH:54]=4)[N:47]=[C:40]3[C:39]=2[C:61]2[CH:62]=[CH:63][N:64]=[CH:65][CH:66]=2)=[CH:34][CH:33]=1. The yield is 0.810. (2) The reactants are [CH3:1][C:2]1[NH:3][C:4](=[O:28])[C:5]([CH2:13][C:14]2[CH:19]=[CH:18][C:17]([C:20]3[C:21]([C:26]#[N:27])=[CH:22][CH:23]=[CH:24][CH:25]=3)=[CH:16][CH:15]=2)=[C:6]([CH2:8][CH2:9][CH2:10][CH2:11][CH3:12])[N:7]=1.[C:29]1(B(O)O)[CH:34]=[CH:33][CH:32]=[CH:31][CH:30]=1.C([N:40](CC)CC)C.N1C=CC=CC=1.[C:51]([O:54]CC)(=[O:53])C. The catalyst is C(Cl)Cl.C([O-])(=O)C.[Cu+2].C([O-])(=O)C. The product is [CH3:1][C:2]1[N:3]([C:29]2[CH:34]=[CH:33][CH:32]=[CH:31][CH:30]=2)[C:4](=[O:28])[C:5]([CH2:13][C:14]2[CH:15]=[CH:16][C:17]([C:20]3[CH:25]=[CH:24][CH:23]=[CH:22][C:21]=3[C:26]3[NH:40][C:51](=[O:53])[O:54][N:27]=3)=[CH:18][CH:19]=2)=[C:6]([CH2:8][CH2:9][CH2:10][CH2:11][CH3:12])[N:7]=1. The yield is 0.490. (3) The reactants are Br[CH2:2][C:3]1[S:11][C:10]2[C:9]([N:12]3[CH2:17][CH2:16][O:15][CH2:14][CH2:13]3)=[N:8][C:7]([Cl:18])=[N:6][C:5]=2[CH:4]=1.[CH2:19]1[NH:24][CH2:23][CH2:22][N:21]2[CH2:25][CH2:26][CH2:27][C@@H:20]12.C(=O)([O-])[O-].[K+].[K+]. The catalyst is CN(C=O)C. The product is [Cl:18][C:7]1[N:8]=[C:9]([N:12]2[CH2:17][CH2:16][O:15][CH2:14][CH2:13]2)[C:10]2[S:11][C:3]([CH2:2][N:24]3[CH2:23][CH2:22][N:21]4[CH2:25][CH2:26][CH2:27][C@H:20]4[CH2:19]3)=[CH:4][C:5]=2[N:6]=1. The yield is 0.770. (4) The reactants are [O:1]([CH2:8][CH2:9][CH2:10][C:11]([NH:13][C@@H:14]1[C:23]2[C:18](=[CH:19][CH:20]=[CH:21][CH:22]=2)[CH2:17][CH2:16][CH2:15]1)=O)[C:2]1[CH:7]=[CH:6][CH:5]=[CH:4][CH:3]=1. The catalyst is C1COCC1. The product is [O:1]([CH2:8][CH2:9][CH2:10][CH2:11][NH:13][C@@H:14]1[C:23]2[C:18](=[CH:19][CH:20]=[CH:21][CH:22]=2)[CH2:17][CH2:16][CH2:15]1)[C:2]1[CH:3]=[CH:4][CH:5]=[CH:6][CH:7]=1. The yield is 0.280. (5) The reactants are [Br:1][C:2]1[CH:3]=[CH:4][C:5]2[N:6]([CH2:16][CH:17]3[O:21][C:20](=[O:22])[NH:19][CH2:18]3)[C:7]3[C:12]([C:13]=2[CH:14]=1)=[CH:11][C:10]([Br:15])=[CH:9][CH:8]=3.I[C:24]1[CH:29]=[CH:28][CH:27]=[CH:26][N:25]=1.C([O-])([O-])=O.[K+].[K+].C(Cl)Cl.CCOC(C)=O. The catalyst is CS(C)=O.CCOC(C)=O.[Cu]I. The product is [Br:15][C:10]1[CH:9]=[CH:8][C:7]2[N:6]([CH2:16][CH:17]3[O:21][C:20](=[O:22])[N:19]([C:24]4[CH:29]=[CH:28][CH:27]=[CH:26][N:25]=4)[CH2:18]3)[C:5]3[C:13]([C:12]=2[CH:11]=1)=[CH:14][C:2]([Br:1])=[CH:3][CH:4]=3. The yield is 0.794. (6) The reactants are [C:1]1([O:7][C:8]2[CH:13]=[CH:12][CH:11]=[CH:10][C:9]=2[CH2:14][CH2:15][C:16]([OH:18])=[O:17])[CH:6]=[CH:5][CH:4]=[CH:3][CH:2]=1.O[C:20]1[CH:25]=[CH:24][CH:23]=[CH:22][C:21]=1CCC(O)=O.C1(Br)C=CC=CC=1.C([O-])([O-])=O.[K+].[K+]. The catalyst is CC(C)=O.CCCCCC.CCOC(C)=O. The product is [C:1]1([O:7][C:8]2[CH:13]=[CH:12][CH:11]=[CH:10][C:9]=2[CH2:14][CH2:15][C:16]([O:18][C:20]2[CH:25]=[CH:24][CH:23]=[CH:22][CH:21]=2)=[O:17])[CH:6]=[CH:5][CH:4]=[CH:3][CH:2]=1. The yield is 0.770. (7) The reactants are [Cl:1]N1C(=O)CCC1=O.[CH3:9][O:10][C:11]1[CH:19]=[C:18]2[C:14]([C:15]([C:21]([NH:23][CH3:24])=[O:22])=[CH:16][N:17]2[CH3:20])=[CH:13][CH:12]=1. The catalyst is C(Cl)(Cl)(Cl)Cl.CN(C=O)C. The product is [CH3:24][NH:23][C:21]([C:15]1[C:14]2[C:18](=[CH:19][C:11]([O:10][CH3:9])=[CH:12][CH:13]=2)[N:17]([CH3:20])[C:16]=1[Cl:1])=[O:22]. The yield is 0.870.